This data is from Reaction yield outcomes from USPTO patents with 853,638 reactions. The task is: Predict the reaction yield, written as a fraction of the theoretical maximum amount of product (1.0 means a 100% yield; for example, 0.34 means a 34% yield). (1) The reactants are C([N:8](CC1C=CC=CC=1)[CH:9]1[CH2:13][CH:12]([CH3:14])[CH:11]([C:15]2[N:19]3[C:20]4[CH:26]=[CH:25][NH:24][C:21]=4[N:22]=[CH:23][C:18]3=[N:17][CH:16]=2)[CH2:10]1)C1C=CC=CC=1. The catalyst is CCO.[OH-].[OH-].[Pd+2]. The product is [CH:26]1[C:20]2[N:19]3[C:15]([CH:11]4[CH:12]([CH3:14])[CH2:13][CH:9]([NH2:8])[CH2:10]4)=[CH:16][N:17]=[C:18]3[CH:23]=[N:22][C:21]=2[NH:24][CH:25]=1. The yield is 0.820. (2) The reactants are [CH3:1][N:2]([CH3:19])[C:3](=[O:18])[C@H:4]([O:6][C:7]1[CH:16]=[CH:15][CH:14]=[C:13]2[C:8]=1[C:9](=O)[NH:10][CH:11]=[N:12]2)[CH3:5].C1(P(C2C=CC=CC=2)C2C=CC=CC=2)C=CC=CC=1.C(Cl)(Cl)(Cl)Cl.[N:44]1[CH:49]=[CH:48][CH:47]=[CH:46][C:45]=1[CH2:50][N:51]1[C:59]2[C:54](=[CH:55][C:56]([NH2:60])=[CH:57][CH:58]=2)[CH:53]=[N:52]1. The catalyst is ClCCCl.C(#N)C. The product is [CH3:1][N:2]([CH3:19])[C:3](=[O:18])[C@H:4]([O:6][C:7]1[CH:16]=[CH:15][CH:14]=[C:13]2[C:8]=1[C:9]([NH:60][C:56]1[CH:55]=[C:54]3[C:59](=[CH:58][CH:57]=1)[N:51]([CH2:50][C:45]1[CH:46]=[CH:47][CH:48]=[CH:49][N:44]=1)[N:52]=[CH:53]3)=[N:10][CH:11]=[N:12]2)[CH3:5]. The yield is 0.430. (3) The reactants are Cl[C:2]1[CH:7]=[CH:6][C:5]([C:8]([NH:10][C:11]2[S:12][C:13]([N:21]3[CH2:26][CH2:25][O:24][CH2:23][CH2:22]3)=[C:14]([C:16]3[O:17][CH:18]=[CH:19][CH:20]=3)[N:15]=2)=[O:9])=[CH:4][N:3]=1.[CH3:27][N:28]1[CH2:33][CH2:32][NH:31][CH2:30][CH2:29]1. The catalyst is O1CCOCC1. The product is [O:17]1[CH:18]=[CH:19][CH:20]=[C:16]1[C:14]1[N:15]=[C:11]([NH:10][C:8]([C:5]2[CH:6]=[CH:7][C:2]([N:31]3[CH2:32][CH2:33][N:28]([CH3:27])[CH2:29][CH2:30]3)=[N:3][CH:4]=2)=[O:9])[S:12][C:13]=1[N:21]1[CH2:26][CH2:25][O:24][CH2:23][CH2:22]1. The yield is 1.00. (4) The reactants are Br[C:2]1[N:3]=[C:4](/[CH:11]=[CH:12]/[C:13]2[N:21]=[C:20]3[N:15]([C:16]([CH3:23])=[N:17][CH:18]=[C:19]3[CH3:22])[N:14]=2)[N:5]([CH2:7][CH:8]2[CH2:10][CH2:9]2)[CH:6]=1.[NH:24]1[CH2:28][CH2:27][CH2:26][C:25]1=[O:29]. No catalyst specified. The product is [CH:8]1([CH2:7][N:5]2[CH:6]=[C:2]([N:24]3[CH2:28][CH2:27][CH2:26][C:25]3=[O:29])[N:3]=[C:4]2/[CH:11]=[CH:12]/[C:13]2[N:21]=[C:20]3[N:15]([C:16]([CH3:23])=[N:17][CH:18]=[C:19]3[CH3:22])[N:14]=2)[CH2:10][CH2:9]1. The yield is 0.450.